This data is from Full USPTO retrosynthesis dataset with 1.9M reactions from patents (1976-2016). The task is: Predict the reactants needed to synthesize the given product. Given the product [C:23]([CH:7]1[C:2](=[O:1])[CH2:3][CH2:4][N:5]([C:8]([O:10][C:11]([CH3:14])([CH3:13])[CH3:12])=[O:9])[CH2:6]1)(=[O:25])[CH3:24], predict the reactants needed to synthesize it. The reactants are: [O:1]=[C:2]1[CH2:7][CH2:6][N:5]([C:8]([O:10][C:11]([CH3:14])([CH3:13])[CH3:12])=[O:9])[CH2:4][CH2:3]1.[Li+].CC([N-]C(C)C)C.[C:23](N1C=CN=C1)(=[O:25])[CH3:24].